Dataset: Catalyst prediction with 721,799 reactions and 888 catalyst types from USPTO. Task: Predict which catalyst facilitates the given reaction. (1) Reactant: C(OC([N:8]1[CH2:12][CH2:11][C@H:10]([O:13][C:14]2[N:32]=[CH:31][C:17]3[O:18][CH2:19][CH2:20][N:21]([C:22]4[CH:23]=[N:24][C:25]([O:29][CH3:30])=[C:26]([CH3:28])[CH:27]=4)[C:16]=3[CH:15]=2)[CH2:9]1)=O)(C)(C)C.C(O)(C(F)(F)F)=O. Product: [CH3:30][O:29][C:25]1[N:24]=[CH:23][C:22]([N:21]2[CH2:20][CH2:19][O:18][C:17]3[CH:31]=[N:32][C:14]([O:13][C@H:10]4[CH2:11][CH2:12][NH:8][CH2:9]4)=[CH:15][C:16]2=3)=[CH:27][C:26]=1[CH3:28]. The catalyst class is: 2. (2) Reactant: [CH2:1]([O:8][C:9]1[CH:10]=[C:11]2[C:16](=[CH:17][CH:18]=1)[C:15](=[O:19])[N:14]([CH2:20][CH:21]([CH3:23])[CH3:22])[C:13]([C:24]([O:26]C)=[O:25])=[C:12]2[C:28]1[CH:33]=[CH:32][C:31]([F:34])=[CH:30][CH:29]=1)[C:2]1[CH:7]=[CH:6][CH:5]=[CH:4][CH:3]=1.O.[OH-].[Li+].O.Cl. Product: [CH2:1]([O:8][C:9]1[CH:10]=[C:11]2[C:16](=[CH:17][CH:18]=1)[C:15](=[O:19])[N:14]([CH2:20][CH:21]([CH3:23])[CH3:22])[C:13]([C:24]([OH:26])=[O:25])=[C:12]2[C:28]1[CH:33]=[CH:32][C:31]([F:34])=[CH:30][CH:29]=1)[C:2]1[CH:3]=[CH:4][CH:5]=[CH:6][CH:7]=1. The catalyst class is: 5. (3) Product: [CH3:1][O:2][C:3]1[CH:4]=[C:5]2[C:10](=[CH:11][CH:12]=1)[O:9][C:8](=[O:13])[CH:7]=[C:6]2[N:14]([CH:15]1[CH2:20][CH2:19][N:18]([CH2:30][C:26]2[CH:25]=[C:24]3[C:29](=[CH:28][CH:27]=2)[NH:21][CH:22]=[CH:23]3)[CH2:17][CH2:16]1)[CH3:34]. Reactant: [CH3:1][O:2][C:3]1[CH:4]=[C:5]2[C:10](=[CH:11][CH:12]=1)[O:9][C:8](=[O:13])[CH:7]=[C:6]2[NH:14][CH:15]1[CH2:20][CH2:19][NH:18][CH2:17][CH2:16]1.[NH:21]1[C:29]2[C:24](=[CH:25][C:26]([CH:30]=O)=[CH:27][CH:28]=2)[CH:23]=[CH:22]1.[H-].[Na+].[CH3:34]I. The catalyst class is: 3.